Dataset: Reaction yield outcomes from USPTO patents with 853,638 reactions. Task: Predict the reaction yield, written as a fraction of the theoretical maximum amount of product (1.0 means a 100% yield; for example, 0.34 means a 34% yield). (1) The reactants are [C:1]([C:3]1[CH:8]=[CH:7][C:6]([C@@H:9]2[C:14]([C:15]#[N:16])=[C:13]([CH3:17])[N:12]([C:18]3[CH:23]=[CH:22][CH:21]=[C:20]([C:24]([F:27])([F:26])[F:25])[CH:19]=3)[C:11](=[O:28])[NH:10]2)=[C:5]([S:29]([CH2:32][CH3:33])(=[O:31])=[O:30])[CH:4]=1)#[N:2].[CH3:34][Si](C)(C)[N-][Si](C)(C)C.[Li+].IC. The catalyst is C1COCC1. The product is [C:1]([C:3]1[CH:8]=[CH:7][C:6]([C@@H:9]2[C:14]([C:15]#[N:16])=[C:13]([CH3:17])[N:12]([C:18]3[CH:23]=[CH:22][CH:21]=[C:20]([C:24]([F:27])([F:26])[F:25])[CH:19]=3)[C:11](=[O:28])[N:10]2[CH3:34])=[C:5]([S:29]([CH2:32][CH3:33])(=[O:31])=[O:30])[CH:4]=1)#[N:2]. The yield is 0.820. (2) The reactants are [C:1]([C:3]1[N:4]=[CH:5][C:6]([NH:9][C:10](=[O:18])OC2C=CC=CC=2)=[N:7][CH:8]=1)#[N:2].[C:19]([O:23][C:24](=[O:47])[N:25]([CH2:34][CH2:35][O:36][C:37]1[CH:42]=[C:41]([O:43][CH3:44])[C:40]([NH2:45])=[CH:39][C:38]=1[Cl:46])[CH2:26][CH2:27][N:28]1[CH2:33][CH2:32][O:31][CH2:30][CH2:29]1)([CH3:22])([CH3:21])[CH3:20]. The catalyst is CN(C=O)C. The product is [C:19]([O:23][C:24](=[O:47])[N:25]([CH2:34][CH2:35][O:36][C:37]1[CH:42]=[C:41]([O:43][CH3:44])[C:40]([NH:45][C:10]([NH:9][C:6]2[CH:5]=[N:4][C:3]([C:1]#[N:2])=[CH:8][N:7]=2)=[O:18])=[CH:39][C:38]=1[Cl:46])[CH2:26][CH2:27][N:28]1[CH2:33][CH2:32][O:31][CH2:30][CH2:29]1)([CH3:22])([CH3:20])[CH3:21]. The yield is 0.410. (3) The reactants are [F:1][C:2]1[CH:3]=[CH:4][C:5]([C:8]2[C:12]([CH2:13][O:14][C:15]3[CH:23]=[CH:22][C:18]([C:19]([OH:21])=O)=[CH:17][N:16]=3)=[CH:11][O:10][N:9]=2)=[N:6][CH:7]=1.ClC1C=C(C2C(CO[C:38]3[CH:46]=[CH:45][C:41]([C:42](O)=[O:43])=CN=3)=C(C)ON=2)C=CC=1.FC(F)(F)C[NH2:51]. No catalyst specified. The product is [F:1][C:2]1[CH:3]=[CH:4][C:5]([C:8]2[C:12]([CH2:13][O:14][C:15]3[CH:23]=[CH:22][C:18]([C:19]([NH2:51])=[O:21])=[C:17]([CH:45]4[CH2:46][CH2:38][O:43][CH2:42][CH2:41]4)[N:16]=3)=[CH:11][O:10][N:9]=2)=[N:6][CH:7]=1. The yield is 0.790. (4) The catalyst is CCO. The product is [C:25]([NH:24][C:28]1[CH:33]=[CH:32][C:31]([CH2:34][C:9]([NH:8][C:5](=[O:7])[CH3:6])([C:15]([O:17][CH2:18][CH3:19])=[O:16])[C:10]([O:12][CH2:13][CH3:14])=[O:11])=[CH:30][CH:29]=1)(=[O:27])[CH3:26]. The reactants are CC[O-].[Na+].[C:5]([NH:8][CH:9]([C:15]([O:17][CH2:18][CH3:19])=[O:16])[C:10]([O:12][CH2:13][CH3:14])=[O:11])(=[O:7])[CH3:6].C(N(C(=O)C)[N:24]([C:28]1[CH:33]=[CH:32][C:31]([CH2:34]Br)=[CH:30][CH:29]=1)[C:25](=[O:27])[CH3:26])(=O)C.C(O)(=O)CC(CC(O)=O)(C(O)=O)O. The yield is 0.350. (5) The reactants are [NH2:1][C:2]1[N:7]=[C:6]([NH2:8])[C:5]([O:9][CH2:10][CH2:11][CH2:12][O:13][C:14]2[CH:19]=[CH:18][CH:17]=[CH:16][C:15]=2[CH2:20][CH2:21][C:22]([OH:24])=[O:23])=[C:4]([CH2:25][CH3:26])[N:3]=1.OS(O)(=O)=O.C(OCC)(OCC)O[CH2:34][CH3:35].C([O-])([O-])=O.[K+].[K+]. The catalyst is CCO. The product is [NH2:1][C:2]1[N:7]=[C:6]([NH2:8])[C:5]([O:9][CH2:10][CH2:11][CH2:12][O:13][C:14]2[CH:19]=[CH:18][CH:17]=[CH:16][C:15]=2[CH2:20][CH2:21][C:22]([O:24][CH2:34][CH3:35])=[O:23])=[C:4]([CH2:25][CH3:26])[N:3]=1. The yield is 0.900. (6) The yield is 0.750. The product is [Cl:1][C:2]1[CH:7]=[CH:6][CH:5]=[C:4]([Cl:8])[C:3]=1[N:9]1[C:13]([CH2:14][O:15][C:16]2[CH:21]=[CH:20][C:19]([CH:22]=[O:36])=[C:18]([CH3:27])[CH:17]=2)=[C:12]([CH:28]([CH3:30])[CH3:29])[CH:11]=[N:10]1. No catalyst specified. The reactants are [Cl:1][C:2]1[CH:7]=[CH:6][CH:5]=[C:4]([Cl:8])[C:3]=1[N:9]1[C:13]([CH2:14][O:15][C:16]2[CH:21]=[CH:20][C:19]([C:22](C)=COC)=[C:18]([CH3:27])[CH:17]=2)=[C:12]([CH:28]([CH3:30])[CH3:29])[CH:11]=[N:10]1.BrC1C=CC([O:36]CC2N(C3C(Cl)=CC=CC=3Cl)N=CC=2C(C)C)=CC=1C.